Dataset: Retrosynthesis with 50K atom-mapped reactions and 10 reaction types from USPTO. Task: Predict the reactants needed to synthesize the given product. (1) The reactants are: CCS(=O)(=O)NCCOc1cncc(-c2ccc3c(c2)CCC(=O)N3C)c1.CI. Given the product CCS(=O)(=O)N(C)CCOc1cncc(-c2ccc3c(c2)CCC(=O)N3C)c1, predict the reactants needed to synthesize it. (2) Given the product Cc1ccc(C[C@@H]2CNCCN2C(=O)c2cc(C(F)(F)F)cc(C(F)(F)F)c2)cc1O, predict the reactants needed to synthesize it. The reactants are: Cc1ccc(C[C@@H]2CN(Cc3ccccc3)CCN2C(=O)c2cc(C(F)(F)F)cc(C(F)(F)F)c2)cc1O. (3) Given the product COc1ccc(COc2cc(-c3cn(C)c(=O)c4occc34)cc(S(C)(=O)=O)c2)cc1, predict the reactants needed to synthesize it. The reactants are: COc1ccc(COc2cc(Br)cc(S(C)(=O)=O)c2)cc1.Cn1cc(B2OC(C)(C)C(C)(C)O2)c2ccoc2c1=O.